From a dataset of Forward reaction prediction with 1.9M reactions from USPTO patents (1976-2016). Predict the product of the given reaction. (1) Given the reactants [Cl:1][C:2]1[CH:37]=[CH:36][C:5]([C:6]([NH:8][CH:9]([CH3:35])[CH2:10][CH2:11][N:12]2[CH2:17][CH2:16][CH:15]([CH:18]3[CH2:27][C:26]4[C:21](=[CH:22][CH:23]=[C:24]([CH3:30])[C:25]=4[O:28][CH3:29])[CH:20]([CH2:31][NH:32]C=O)[O:19]3)[CH2:14][CH2:13]2)=[O:7])=[CH:4][CH:3]=1.[OH-].[Na+], predict the reaction product. The product is: [NH2:32][CH2:31][C@H:20]1[C:21]2[C:26](=[C:25]([O:28][CH3:29])[C:24]([CH3:30])=[CH:23][CH:22]=2)[CH2:27][C@@H:18]([CH:15]2[CH2:16][CH2:17][N:12]([CH2:11][CH2:10][CH:9]([NH:8][C:6](=[O:7])[C:5]3[CH:36]=[CH:37][C:2]([Cl:1])=[CH:3][CH:4]=3)[CH3:35])[CH2:13][CH2:14]2)[O:19]1. (2) Given the reactants [F:1][C:2]1[CH:38]=[C:37]([F:39])[CH:36]=[CH:35][C:3]=1[O:4][C:5]1[C:13]([C:14]2[C:15]3[CH:24]=[CH:23][N:22](S(C4C=CC(C)=CC=4)(=O)=O)[C:16]=3[C:17](=[O:21])[N:18]([CH3:20])[CH:19]=2)=[CH:12][C:8]2[NH:9][N:10]=[N:11][C:7]=2[CH:6]=1.[OH-].[Na+].O, predict the reaction product. The product is: [F:1][C:2]1[CH:38]=[C:37]([F:39])[CH:36]=[CH:35][C:3]=1[O:4][C:5]1[C:13]([C:14]2[C:15]3[CH:24]=[CH:23][NH:22][C:16]=3[C:17](=[O:21])[N:18]([CH3:20])[CH:19]=2)=[CH:12][C:8]2[NH:9][N:10]=[N:11][C:7]=2[CH:6]=1. (3) Given the reactants [NH:1]1[CH:5]=[CH:4][N:3]=[CH:2]1.I[C:7]1[CH:12]=[CH:11][C:10]([C:13]2([OH:23])[CH2:22][CH2:21][C:16]3(OCC[O:17]3)[CH2:15][CH2:14]2)=[CH:9][CH:8]=1.C([O-])([O-])=O.[Cs+].[Cs+], predict the reaction product. The product is: [OH:23][C:13]1([C:10]2[CH:11]=[CH:12][C:7]([N:1]3[CH:5]=[CH:4][N:3]=[CH:2]3)=[CH:8][CH:9]=2)[CH2:14][CH2:15][C:16](=[O:17])[CH2:21][CH2:22]1. (4) The product is: [Cl:22][C:19]1[CH:20]=[CH:21][C:16]([O:15][C:13](=[O:14])[N:2]([CH2:3][C@H:4]2[CH2:9][CH2:8][C@H:7]([CH2:10][OH:11])[CH2:6][CH2:5]2)[CH3:1])=[CH:17][CH:18]=1. Given the reactants [CH3:1][NH:2][CH2:3][C@H:4]1[CH2:9][CH2:8][C@H:7]([CH2:10][OH:11])[CH2:6][CH2:5]1.Cl[C:13]([O:15][C:16]1[CH:21]=[CH:20][C:19]([Cl:22])=[CH:18][CH:17]=1)=[O:14], predict the reaction product. (5) Given the reactants C([N:8]1[CH:13]=[CH:12][C:11](=O)[C:10]2[C:15]([C:24]3[CH:29]=[CH:28][C:27]([CH2:30][CH3:31])=[CH:26][CH:25]=3)=[C:16]([C:18]3[CH:23]=[CH:22][CH:21]=[CH:20][CH:19]=3)[O:17][C:9]1=2)C1C=CC=CC=1.CN(C=O)C.C(Cl)(=O)C([Cl:40])=O, predict the reaction product. The product is: [Cl:40][C:11]1[CH:12]=[CH:13][N:8]=[C:9]2[O:17][C:16]([C:18]3[CH:19]=[CH:20][CH:21]=[CH:22][CH:23]=3)=[C:15]([C:24]3[CH:25]=[CH:26][C:27]([CH2:30][CH3:31])=[CH:28][CH:29]=3)[C:10]=12. (6) Given the reactants Cl.[NH2:2][C@@H:3]([CH2:8][C:9]1[CH:14]=[CH:13][C:12]([C:15]2[CH:20]=[CH:19][CH:18]=[CH:17][CH:16]=2)=[CH:11][CH:10]=1)[C:4]([O:6][CH3:7])=[O:5].[CH:21]([O:24][C:25]1[C:26](=O)[C:27](=[O:33])[C:28]=1[O:29]C(C)C)([CH3:23])[CH3:22].CCN(C(C)C)C(C)C, predict the reaction product. The product is: [C:12]1([C:15]2[CH:20]=[CH:19][CH:18]=[CH:17][CH:16]=2)[CH:13]=[CH:14][C:9]([CH2:8][C@H:3]([NH:2][C:26]2[C:27](=[O:33])[C:28](=[O:29])[C:25]=2[O:24][CH:21]([CH3:23])[CH3:22])[C:4]([O:6][CH3:7])=[O:5])=[CH:10][CH:11]=1. (7) Given the reactants [CH3:1][C:2]([CH3:25])([CH2:8][N:9]1[C:21]2[C:20]3[CH:19]=[CH:18][CH:17]=[CH:16][C:15]=3[N:14]=[CH:13][C:12]=2[N:11]=[C:10]1[CH2:22][CH2:23][CH3:24])[C:3](OCC)=[O:4].[NH:26]1[CH2:31][CH2:30][O:29][CH2:28][CH2:27]1.[OH-].[Na+].Cl.C(Cl)(=O)C(Cl)=O, predict the reaction product. The product is: [CH3:25][C:2]([CH3:1])([C:3]([N:26]1[CH2:31][CH2:30][O:29][CH2:28][CH2:27]1)=[O:4])[CH2:8][N:9]1[C:21]2[C:20]3[CH:19]=[CH:18][CH:17]=[CH:16][C:15]=3[N:14]=[CH:13][C:12]=2[N:11]=[C:10]1[CH2:22][CH2:23][CH3:24]. (8) Given the reactants [C:1]([O:5][CH2:6][CH2:7][CH2:8][CH2:9][CH2:10][CH2:11][O:12][C:13]1[CH:21]=[CH:20][C:16]([C:17]([OH:19])=[O:18])=[CH:15][CH:14]=1)(=[O:4])[CH:2]=[CH2:3].O[C:23]1[CH:36]=[CH:35][C:34]([OH:37])=[CH:33][C:24]=1[C:25]([O:27][CH2:28][C@@H:29]([CH3:32])[CH2:30][CH3:31])=[O:26].[CH2:38](Cl)[CH2:39]Cl, predict the reaction product. The product is: [C:1]([O:5][CH2:6][CH2:7][CH2:8][CH2:9][CH2:10][CH2:11][O:12][C:13]1[CH:14]=[CH:15][C:16]([C:17]([O:19][C:23]2[CH:36]=[CH:35][C:34]([O:37][C:17](=[O:18])[C:16]3[CH:15]=[CH:14][C:13]([O:12][CH2:11][CH2:10][CH2:9][CH2:8][CH2:7][CH2:6][O:5][C:1](=[O:4])[CH:38]=[CH2:39])=[CH:21][CH:20]=3)=[CH:33][C:24]=2[C:25]([O:27][CH2:28][C@@H:29]([CH3:32])[CH2:30][CH3:31])=[O:26])=[O:18])=[CH:20][CH:21]=1)(=[O:4])[CH:2]=[CH2:3]. (9) The product is: [CH3:7][C:6]1[CH:10]=[C:2]([Br:1])[CH:3]=[C:4]([N+:12]([O-:14])=[O:13])[C:5]=1[CH3:11]. Given the reactants [Br:1][C:2]1[CH:3]=[C:4]([N+:12]([O-:14])=[O:13])[C:5]([CH3:11])=[C:6]([CH:10]=1)[C:7](O)=O.C(=O)([O-])[O-].[Na+].[Na+].CI, predict the reaction product. (10) The product is: [NH2:8][C@@H:9]1[CH2:13][CH2:12][N:11]([C:14]2[CH:19]=[CH:18][C:17]([N:20]3[CH2:24][C@H:23]([CH2:25][N:26]4[CH:30]=[CH:29][N:28]=[N:27]4)[O:22][C:21]3=[O:31])=[CH:16][C:15]=2[F:32])[CH2:10]1. Given the reactants C(OC([NH:8][C@@H:9]1[CH2:13][CH2:12][N:11]([C:14]2[CH:19]=[CH:18][C:17]([N:20]3[CH2:24][C@H:23]([CH2:25][N:26]4[CH:30]=[CH:29][N:28]=[N:27]4)[O:22][C:21]3=[O:31])=[CH:16][C:15]=2[F:32])[CH2:10]1)=O)(C)(C)C.Cl, predict the reaction product.